Dataset: Peptide-MHC class I binding affinity with 185,985 pairs from IEDB/IMGT. Task: Regression. Given a peptide amino acid sequence and an MHC pseudo amino acid sequence, predict their binding affinity value. This is MHC class I binding data. The peptide sequence is RPAGARAAF. The MHC is HLA-A31:01 with pseudo-sequence HLA-A31:01. The binding affinity (normalized) is 0.0847.